This data is from Full USPTO retrosynthesis dataset with 1.9M reactions from patents (1976-2016). The task is: Predict the reactants needed to synthesize the given product. (1) Given the product [F:1][C:2]([F:14])([F:15])[C:3]1[CH:4]=[C:5]([CH:6]=[C:7]([C:9]([F:11])([F:10])[F:12])[CH:8]=1)[O:13][CH:17]([CH3:30])[CH2:18][CH2:19][CH2:20][CH2:21][CH2:22][CH2:23][CH2:24][CH2:25][CH2:26][C:27]([OH:29])=[O:28], predict the reactants needed to synthesize it. The reactants are: [F:1][C:2]([F:15])([F:14])[C:3]1[CH:4]=[C:5]([OH:13])[CH:6]=[C:7]([C:9]([F:12])([F:11])[F:10])[CH:8]=1.Br[CH:17]([CH3:30])[CH2:18][CH2:19][CH2:20][CH2:21][CH2:22][CH2:23][CH2:24][CH2:25][CH2:26][C:27]([OH:29])=[O:28].Cl. (2) The reactants are: [Br:1][C:2]1[CH:13]=[CH:12][C:5]([C:6](N(OC)C)=[O:7])=[CH:4][C:3]=1[Cl:14].[CH2:15]([Mg]Br)[CH3:16].O1CCCC1.Cl. Given the product [Br:1][C:2]1[CH:13]=[CH:12][C:5]([C:6](=[O:7])[CH2:15][CH3:16])=[CH:4][C:3]=1[Cl:14], predict the reactants needed to synthesize it.